This data is from Catalyst prediction with 721,799 reactions and 888 catalyst types from USPTO. The task is: Predict which catalyst facilitates the given reaction. (1) Reactant: C(OC([N:8]1[CH2:13][CH2:12][C:11](=[O:14])[CH2:10][CH2:9]1)=O)(C)(C)C.[ClH:15].[CH3:16]O.[CH:18]([O:21]C(C)C)(C)C. Product: [ClH:15].[CH3:18][O:21][C:11]1([O:14][CH3:16])[CH2:10][CH2:9][NH:8][CH2:13][CH2:12]1. The catalyst class is: 5. (2) Reactant: C(=O)([O-])[O-].[K+].[K+].[C:7]([O:11][C:12]([N:14]1[CH2:19][CH2:18][N:17]([C:20]([O:22][CH2:23][C:24]2[CH:29]=[CH:28][CH:27]=[C:26]([OH:30])[CH:25]=2)=[O:21])[CH2:16][CH2:15]1)=[O:13])([CH3:10])([CH3:9])[CH3:8].Br[CH2:32][CH2:33][C:34]1[CH:39]=[CH:38][CH:37]=[CH:36][CH:35]=1. Product: [C:7]([O:11][C:12]([N:14]1[CH2:19][CH2:18][N:17]([C:20]([O:22][CH2:23][C:24]2[CH:29]=[CH:28][CH:27]=[C:26]([O:30][CH2:32][CH2:33][C:34]3[CH:39]=[CH:38][CH:37]=[CH:36][CH:35]=3)[CH:25]=2)=[O:21])[CH2:16][CH2:15]1)=[O:13])([CH3:10])([CH3:8])[CH3:9]. The catalyst class is: 21. (3) The catalyst class is: 16. Product: [CH3:1][C:2]1[N:6]([C:23]2[CH:24]=[CH:25][C:20]([C:19]([O:18][CH3:17])=[O:27])=[CH:21][CH:22]=2)[C:5]2[CH:7]=[CH:8][CH:9]=[CH:10][C:4]=2[N:3]=1. Reactant: [CH3:1][C:2]1[NH:3][C:4]2[CH:10]=[CH:9][CH:8]=[CH:7][C:5]=2[N:6]=1.C(=O)([O-])[O-].[K+].[K+].[CH3:17][O:18][C:19](=[O:27])[C:20]1[CH:25]=[CH:24][C:23](F)=[CH:22][CH:21]=1. (4) Reactant: [F:1][C:2]1[CH:27]=[CH:26][C:5]([CH2:6][N:7]([CH3:25])[C:8](=[O:24])[C@@H:9]([NH:16]C(=O)OC(C)(C)C)[C:10]2[CH:15]=[CH:14][CH:13]=[CH:12][CH:11]=2)=[CH:4][CH:3]=1.[ClH:28]. Product: [ClH:28].[NH2:16][C@@H:9]([C:10]1[CH:15]=[CH:14][CH:13]=[CH:12][CH:11]=1)[C:8]([N:7]([CH2:6][C:5]1[CH:26]=[CH:27][C:2]([F:1])=[CH:3][CH:4]=1)[CH3:25])=[O:24]. The catalyst class is: 12. (5) Reactant: [F:1][C:2]1[CH:42]=[N:41][C:5]2[N:6]([C:26]3[CH:27]=[C:28]([C:32]4[CH:37]=[CH:36][C:35]([OH:38])=[CH:34][C:33]=4[CH:39]=O)[CH:29]=[CH:30][CH:31]=3)[C:7](=[O:25])[N:8]([C@@H:11]3[CH2:16][CH2:15][C@H:14]([NH:17][C:18](=[O:24])[O:19][C:20]([CH3:23])([CH3:22])[CH3:21])[CH2:13][CH2:12]3)[C:9](=[O:10])[C:4]=2[CH:3]=1.[NH:43]1[CH2:49][CH2:48][C:47](=[O:50])[NH:46][CH2:45][CH2:44]1.C(O)(=O)C.[Na]. Product: [F:1][C:2]1[CH:42]=[N:41][C:5]2[N:6]([C:26]3[CH:27]=[C:28]([C:32]4[CH:37]=[CH:36][C:35]([OH:38])=[CH:34][C:33]=4[CH2:39][N:43]4[CH2:49][CH2:48][C:47](=[O:50])[NH:46][CH2:45][CH2:44]4)[CH:29]=[CH:30][CH:31]=3)[C:7](=[O:25])[N:8]([C@@H:11]3[CH2:16][CH2:15][C@H:14]([NH:17][C:18](=[O:24])[O:19][C:20]([CH3:23])([CH3:22])[CH3:21])[CH2:13][CH2:12]3)[C:9](=[O:10])[C:4]=2[CH:3]=1. The catalyst class is: 26.